This data is from Forward reaction prediction with 1.9M reactions from USPTO patents (1976-2016). The task is: Predict the product of the given reaction. (1) Given the reactants [C:1]([O:5][C:6]([N:8]1[CH2:13][CH2:12][N:11]([C:14]2[N:22]([CH2:23][C:24]#[C:25][CH3:26])[C:21]3[C:20](=[O:27])[NH:19][C:18](=[O:28])[N:17]([CH2:29][O:30][C:31](=[O:36])[C:32]([CH3:35])([CH3:34])[CH3:33])[C:16]=3[N:15]=2)[CH2:10][CH2:9]1)=[O:7])([CH3:4])([CH3:3])[CH3:2].C(=O)([O-])[O-].[K+].[K+].Br[CH2:44][CH2:45][O:46][CH2:47][CH3:48], predict the reaction product. The product is: [C:1]([O:5][C:6]([N:8]1[CH2:13][CH2:12][N:11]([C:14]2[N:22]([CH2:23][C:24]#[C:25][CH3:26])[C:21]3[C:20](=[O:27])[N:19]([CH2:44][CH2:45][O:46][CH2:47][CH3:48])[C:18](=[O:28])[N:17]([CH2:29][O:30][C:31](=[O:36])[C:32]([CH3:35])([CH3:34])[CH3:33])[C:16]=3[N:15]=2)[CH2:10][CH2:9]1)=[O:7])([CH3:4])([CH3:2])[CH3:3]. (2) The product is: [F:28][C:29]1[CH:30]=[C:31]([C:2]2[N:3]=[C:4]3[CH:9]=[CH:8][C:7]([N:10]4[CH2:15][CH2:14][CH:13]([N:16]5[CH2:20][CH2:19][CH2:18][CH2:17]5)[CH2:12][CH2:11]4)=[N:6][N:5]3[C:21]=2[C:22]2[CH:27]=[CH:26][N:25]=[N:24][CH:23]=2)[CH:32]=[C:33]([F:35])[CH:34]=1. Given the reactants Br[C:2]1[N:3]=[C:4]2[CH:9]=[CH:8][C:7]([N:10]3[CH2:15][CH2:14][CH:13]([N:16]4[CH2:20][CH2:19][CH2:18][CH2:17]4)[CH2:12][CH2:11]3)=[N:6][N:5]2[C:21]=1[C:22]1[CH:27]=[CH:26][N:25]=[N:24][CH:23]=1.[F:28][C:29]1[CH:30]=[C:31](B(O)O)[CH:32]=[C:33]([F:35])[CH:34]=1.C(=O)([O-])[O-].[Cs+].[Cs+].[Cl-].[Na+], predict the reaction product. (3) Given the reactants [NH:1]1[C:5]2[CH:6]=[CH:7][CH:8]=[CH:9][C:4]=2[N:3]=[C:2]1[C:10]1[NH:14][C:13]2[CH:15]=[CH:16][CH:17]=[CH:18][C:12]=2[N:11]=1.[OH-].[Na+].[CH3:21]OS(OC)(=O)=O, predict the reaction product. The product is: [CH3:21][N:1]1[C:5]2[CH:6]=[CH:7][CH:8]=[CH:9][C:4]=2[N:3]=[C:2]1[C:10]1[NH:11][C:12]2[CH:18]=[CH:17][CH:16]=[CH:15][C:13]=2[N:14]=1. (4) Given the reactants [CH:1]([O:4][C:5]([NH:7][C:8]1[CH:9]=[C:10]2[N:16]=[C:15]([C:17]3[CH:18]=[C:19]([CH:23]=[CH:24][CH:25]=3)[C:20](O)=[O:21])[NH:14][C:11]2=[N:12][CH:13]=1)=[O:6])([CH3:3])[CH3:2].C(N1C=CN=C1)(N1C=CN=C1)=O.[NH2:38][CH:39]([CH2:43][O:44][CH3:45])[CH2:40][O:41][CH3:42], predict the reaction product. The product is: [CH:1]([O:4][C:5](=[O:6])[NH:7][C:8]1[CH:9]=[C:10]2[N:16]=[C:15]([C:17]3[CH:25]=[CH:24][CH:23]=[C:19]([C:20](=[O:21])[NH:38][CH:39]([CH2:43][O:44][CH3:45])[CH2:40][O:41][CH3:42])[CH:18]=3)[NH:14][C:11]2=[N:12][CH:13]=1)([CH3:3])[CH3:2]. (5) Given the reactants Br[C:2]1[CH:3]=[N:4][C:5]([N:8]2[CH2:13][CH2:12][O:11][C@H:10]([CH2:14][N:15]3[C:19]4=[N:20][C:21]([C:24]5[CH:25]=[N:26][N:27]([CH3:29])[CH:28]=5)=[CH:22][N:23]=[C:18]4[N:17]=[N:16]3)[CH2:9]2)=[N:6][CH:7]=1.C([O-])([O-])=O.[Na+].[Na+].[F:36][C:37]1[CH:44]=[C:43](B2OC(C)(C)C(C)(C)O2)[CH:42]=[CH:41][C:38]=1[CH:39]=[O:40], predict the reaction product. The product is: [F:36][C:37]1[CH:44]=[C:43]([C:2]2[CH:3]=[N:4][C:5]([N:8]3[CH2:13][CH2:12][O:11][C@H:10]([CH2:14][N:15]4[C:19]5=[N:20][C:21]([C:24]6[CH:25]=[N:26][N:27]([CH3:29])[CH:28]=6)=[CH:22][N:23]=[C:18]5[N:17]=[N:16]4)[CH2:9]3)=[N:6][CH:7]=2)[CH:42]=[CH:41][C:38]=1[CH:39]=[O:40].